From a dataset of Full USPTO retrosynthesis dataset with 1.9M reactions from patents (1976-2016). Predict the reactants needed to synthesize the given product. (1) Given the product [Br:13][C:6]1[N:2]([CH3:1])[C:3]([N:7]2[CH2:12][CH2:11][O:10][CH2:9][CH2:8]2)=[N:4][CH:5]=1, predict the reactants needed to synthesize it. The reactants are: [CH3:1][N:2]1[CH:6]=[CH:5][N:4]=[C:3]1[N:7]1[CH2:12][CH2:11][O:10][CH2:9][CH2:8]1.[Br:13]Br. (2) Given the product [Cl:1][C:2]1[CH:7]=[C:6]([O:8][CH3:9])[CH:5]=[CH:4][C:3]=1[C:10]1[C:11]2[N:23]=[C:25]([CH3:27])[C:24](=[O:28])[N:16]([C@H:17]([CH:19]3[CH2:20][CH2:21][CH2:22]3)[CH3:18])[C:12]=2[N:13]=[CH:14][N:15]=1, predict the reactants needed to synthesize it. The reactants are: [Cl:1][C:2]1[CH:7]=[C:6]([O:8][CH3:9])[CH:5]=[CH:4][C:3]=1[C:10]1[N:15]=[CH:14][N:13]=[C:12]([NH:16][C@H:17]([CH:19]2[CH2:22][CH2:21][CH2:20]2)[CH3:18])[C:11]=1[NH2:23].[C:24](OCC)(=[O:28])[C:25]([CH3:27])=O.